From a dataset of Full USPTO retrosynthesis dataset with 1.9M reactions from patents (1976-2016). Predict the reactants needed to synthesize the given product. (1) Given the product [SH:4][CH:5]([CH2:9][C:10]1[CH:15]=[CH:14][C:13]([O:16][CH2:17][C:18]2[N:22]([CH3:23])[C:21]3[CH:24]=[C:25]([O:28][CH3:29])[CH:26]=[CH:27][C:20]=3[N:19]=2)=[CH:12][CH:11]=1)[C:6]([NH2:32])=[O:8], predict the reactants needed to synthesize it. The reactants are: C([S:4][CH:5]([CH2:9][C:10]1[CH:15]=[CH:14][C:13]([O:16][CH2:17][C:18]2[N:22]([CH3:23])[C:21]3[CH:24]=[C:25]([O:28][CH3:29])[CH:26]=[CH:27][C:20]=3[N:19]=2)=[CH:12][CH:11]=1)[C:6]([OH:8])=O)(=O)C.C([N:32](CC)CC)C.ClCCOC=O.N. (2) Given the product [CH3:1][C:2]1[CH:10]=[CH:9][CH:8]=[C:7]([N+:11]([O-:13])=[O:12])[C:3]=1[CH:4]=[O:16], predict the reactants needed to synthesize it. The reactants are: [CH3:1][C:2]1[CH:10]=[CH:9][CH:8]=[C:7]([N+:11]([O-:13])=[O:12])[C:3]=1[CH:4]=NO.Cl.C=[O:16].O. (3) Given the product [OH:63][CH:62]([C:60]1[N:59]=[CH:58][N:57]([C:38]([C:39]2[CH:44]=[CH:43][CH:42]=[CH:41][CH:40]=2)([C:45]2[CH:46]=[CH:47][CH:48]=[CH:49][CH:50]=2)[C:51]2[CH:56]=[CH:55][CH:54]=[CH:53][CH:52]=2)[CH:61]=1)[C:24]1[CH:25]=[C:26]2[C:31](=[CH:32][CH:33]=1)[CH:30]=[C:29]([C:34]([NH:36][CH3:37])=[O:35])[CH:28]=[CH:27]2, predict the reactants needed to synthesize it. The reactants are: BrC1C=CC=CC=1C(F)(F)F.CCCCCC.C([Li])CCC.Br[C:24]1[CH:25]=[C:26]2[C:31](=[CH:32][CH:33]=1)[CH:30]=[C:29]([C:34]([NH:36][CH3:37])=[O:35])[CH:28]=[CH:27]2.[C:38]([N:57]1[CH:61]=[C:60]([CH:62]=[O:63])[N:59]=[CH:58]1)([C:51]1[CH:56]=[CH:55][CH:54]=[CH:53][CH:52]=1)([C:45]1[CH:50]=[CH:49][CH:48]=[CH:47][CH:46]=1)[C:39]1[CH:44]=[CH:43][CH:42]=[CH:41][CH:40]=1.[Cl-].[NH4+].